From a dataset of Full USPTO retrosynthesis dataset with 1.9M reactions from patents (1976-2016). Predict the reactants needed to synthesize the given product. (1) The reactants are: [CH3:1][O:2][C:3]1[CH:4]=[C:5]([CH:13]=[CH:14][C:15]=1[O:16][CH3:17])[CH2:6][CH2:7][NH:8][C:9](=O)[CH2:10][CH3:11].P(Cl)(Cl)(Cl)=O.C([O-])([O-])=O.[Na+].[Na+]. Given the product [CH2:10]([C:9]1[C:13]2[C:5](=[CH:4][C:3]([O:2][CH3:1])=[C:15]([O:16][CH3:17])[CH:14]=2)[CH2:6][CH2:7][N:8]=1)[CH3:11], predict the reactants needed to synthesize it. (2) Given the product [Cl:1][C:2]1[C:3]([CH2:12][N:13]2[C:17]3[CH:18]=[C:19]([C:34]4[CH:35]=[C:36]([CH:42]=[CH:43][N:44]=4)[C:37]([O:39][CH3:40])=[O:38])[CH:20]=[C:21]([CH3:22])[C:16]=3[N:15]=[C:14]2[CH3:32])=[N:4][CH:5]=[C:6]([C:8]([F:11])([F:10])[F:9])[CH:7]=1, predict the reactants needed to synthesize it. The reactants are: [Cl:1][C:2]1[C:3]([CH2:12][N:13]2[C:17]3[CH:18]=[C:19](B4OC(C)(C)C(C)(C)O4)[CH:20]=[C:21]([CH3:22])[C:16]=3[N:15]=[C:14]2[CH3:32])=[N:4][CH:5]=[C:6]([C:8]([F:11])([F:10])[F:9])[CH:7]=1.Cl[C:34]1[CH:35]=[C:36]([CH:42]=[CH:43][N:44]=1)[C:37]([O:39][CH2:40]C)=[O:38]. (3) Given the product [CH2:1]([O:8][C:9]1[CH:14]=[CH:13][N:12]([C:15]2[CH:20]=[CH:19][C:18]3[C:21]4[CH2:26][CH2:25][NH:24][CH2:23][C:22]=4[O:34][C:17]=3[CH:16]=2)[C:11](=[O:35])[CH:10]=1)[C:2]1[CH:3]=[CH:4][CH:5]=[CH:6][CH:7]=1, predict the reactants needed to synthesize it. The reactants are: [CH2:1]([O:8][C:9]1[CH:14]=[CH:13][N:12]([C:15]2[CH:20]=[CH:19][C:18]3[C:21]4[CH2:26][CH2:25][N:24](C(OC(C)(C)C)=O)[CH2:23][C:22]=4[O:34][C:17]=3[CH:16]=2)[C:11](=[O:35])[CH:10]=1)[C:2]1[CH:7]=[CH:6][CH:5]=[CH:4][CH:3]=1.Cl. (4) Given the product [C:37]([O:36][C:34]([N:41]1[CH2:46][CH2:45][CH:44]([N:26]2[C:24]3[CH:45]=[CH:46][N:41]=[CH:42][C:43]=3[C:28]([C:18]3[CH:17]=[CH:16][C:48]([Cl:50])=[CH:14][CH:19]=3)=[N:27]2)[CH2:43][CH2:42]1)=[O:35])([CH3:40])([CH3:39])[CH3:38], predict the reactants needed to synthesize it. The reactants are: [C:18]1(P([C:14]2[CH:19]=[CH:18][CH:17]=[CH:16]C=2)[C:18]2[CH:19]=[CH:14]C=[CH:16][CH:17]=2)[CH:19]=[CH:14]C=[CH:16][CH:17]=1.CC(O[C:24](/[N:26]=[N:27]/[C:28](OC(C)C)=O)=O)C.[C:34]([N:41]1[CH2:46][CH2:45][CH:44](O)[CH2:43][CH2:42]1)([O:36][C:37]([CH3:40])([CH3:39])[CH3:38])=[O:35].[CH2:48]([Cl:50])Cl. (5) Given the product [NH2:25][CH2:24][C@H:16]([NH:15][C:13]([O:12][CH2:11][C:1]12[CH2:8][CH:7]3[CH2:6][CH:5]([CH2:4][CH:3]([CH2:9]3)[CH2:2]1)[CH2:10]2)=[O:14])[C:17]([O:19][C:20]([CH3:23])([CH3:22])[CH3:21])=[O:18], predict the reactants needed to synthesize it. The reactants are: [C:1]12([CH2:11][O:12][C:13]([NH:15][C@@H:16]([CH2:24][NH:25]C(OC(C)(C)C)=O)[C:17]([O:19][C:20]([CH3:23])([CH3:22])[CH3:21])=[O:18])=[O:14])[CH2:10][CH:5]3[CH2:6][CH:7]([CH2:9][CH:3]([CH2:4]3)[CH2:2]1)[CH2:8]2. (6) Given the product [CH:1]([NH:14][C:15]1[N:23]=[C:22]([Cl:24])[N:21]=[C:20]2[C:16]=1[N:17]=[CH:18][N:19]2[CH:26]1[CH2:27][CH2:28][CH2:29][CH2:30][O:25]1)([C:8]1[CH:9]=[CH:10][CH:11]=[CH:12][CH:13]=1)[C:2]1[CH:3]=[CH:4][CH:5]=[CH:6][CH:7]=1, predict the reactants needed to synthesize it. The reactants are: [CH:1]([NH:14][C:15]1[N:23]=[C:22]([Cl:24])[N:21]=[C:20]2[C:16]=1[N:17]=[CH:18][NH:19]2)([C:8]1[CH:13]=[CH:12][CH:11]=[CH:10][CH:9]=1)[C:2]1[CH:7]=[CH:6][CH:5]=[CH:4][CH:3]=1.[O:25]1[CH:30]=[CH:29][CH2:28][CH2:27][CH2:26]1.C(=O)(O)[O-].[Na+]. (7) Given the product [Br:6][C:14]1[CH:13]=[C:12]([N+:16]([O-:18])=[O:17])[C:11]([NH2:19])=[C:10]([O:9][CH3:8])[CH:15]=1, predict the reactants needed to synthesize it. The reactants are: C([O-])(=O)C.[Na+].[Br:6]Br.[CH3:8][O:9][C:10]1[CH:15]=[CH:14][CH:13]=[C:12]([N+:16]([O-:18])=[O:17])[C:11]=1[NH2:19].